Predict which catalyst facilitates the given reaction. From a dataset of Catalyst prediction with 721,799 reactions and 888 catalyst types from USPTO. (1) Reactant: [Br:1][C:2]1[CH:13]=[CH:12][C:5]([NH:6][CH2:7][C:8]([F:11])([F:10])[F:9])=[CH:4][C:3]=1[C:14]([F:17])([F:16])[F:15].[BH3-]C#N.[Na+].O.[F:23][C:24]([F:28])([F:27])[CH:25]=O. Product: [Br:1][C:2]1[CH:13]=[CH:12][C:5]([N:6]([CH2:25][C:24]([F:28])([F:27])[F:23])[CH2:7][C:8]([F:10])([F:9])[F:11])=[CH:4][C:3]=1[C:14]([F:15])([F:16])[F:17]. The catalyst class is: 67. (2) Reactant: [Cl:1][C:2]1[CH:3]=[C:4]([C@@H:8]([CH:29]=[CH2:30])[C@H:9]([N:17]([CH:22]([CH:26]2[CH2:28][CH2:27]2)[CH:23]2[CH2:25][CH2:24]2)[C:18](=[O:21])C=C)[C:10]2[CH:15]=[CH:14][C:13]([Cl:16])=[CH:12][CH:11]=2)[CH:5]=[CH:6][CH:7]=1. Product: [Cl:1][C:2]1[CH:3]=[C:4]([C@@H:8]2[C@@H:9]([C:10]3[CH:15]=[CH:14][C:13]([Cl:16])=[CH:12][CH:11]=3)[N:17]([CH:22]([CH:26]3[CH2:27][CH2:28]3)[CH:23]3[CH2:24][CH2:25]3)[C:18](=[O:21])[CH:30]=[CH:29]2)[CH:5]=[CH:6][CH:7]=1. The catalyst class is: 26. (3) Reactant: Cl[C:2]([C:4]1[C:5]([C:10]([O:12][CH:13]([CH3:15])[CH3:14])=[O:11])=[N:6][CH:7]=[CH:8][CH:9]=1)=[O:3].Cl.C[O:18][C:19](=[O:22])[CH2:20][NH2:21].[CH:23](N(C(C)C)CC)(C)C. Product: [CH3:23][N:21]([C:2]([C:4]1[C:5]([C:10]([O:12][CH:13]([CH3:15])[CH3:14])=[O:11])=[N:6][CH:7]=[CH:8][CH:9]=1)=[O:3])[CH2:20][C:19]([OH:18])=[O:22]. The catalyst class is: 2. (4) Reactant: [Cl:1][C:2]1[CH:7]=[CH:6][CH:5]=[C:4]([Cl:8])[C:3]=1[C:9]([C:11]1[N:15]2[CH:16]=[CH:17][CH:18]=[N:19][C:14]2=[CH:13][N:12]=1)=[O:10].C1C(=O)N([Br:27])C(=O)C1. Product: [Br:27][C:13]1[N:12]=[C:11]([C:9]([C:3]2[C:2]([Cl:1])=[CH:7][CH:6]=[CH:5][C:4]=2[Cl:8])=[O:10])[N:15]2[CH:16]=[CH:17][CH:18]=[N:19][C:14]=12. The catalyst class is: 2. (5) Reactant: [NH2:1][C:2]1[C:7]([N+:8]([O-:10])=[O:9])=[CH:6][CH:5]=[CH:4][C:3]=1[OH:11].[Cl:12]NC(=O)CCC(N)=O. Product: [NH2:1][C:2]1[C:7]([N+:8]([O-:10])=[O:9])=[CH:6][C:5]([Cl:12])=[CH:4][C:3]=1[OH:11]. The catalyst class is: 10. (6) Reactant: [CH3:1][N+:2]([CH3:4])=[CH2:3].[I-].[CH3:6][CH:7]1[CH2:12][C:11]([C:13]2[CH:18]=[CH:17][N:16]=[CH:15][C:14]=2[N+:19]([O-:21])=[O:20])=[CH:10][C:9]([O:22][Si](C)(C)C)=[CH:8]1.[OH-].[Na+]. Product: [CH3:3][N:2]([CH2:4][CH:8]1[C:9](=[O:22])[CH:10]=[C:11]([C:13]2[CH:18]=[CH:17][N:16]=[CH:15][C:14]=2[N+:19]([O-:21])=[O:20])[CH2:12][CH:7]1[CH3:6])[CH3:1]. The catalyst class is: 473. (7) Reactant: C([O:8][C:9]1[CH:10]=[C:11]([NH:24]C(=O)OCC2C=CC=CC=2)[CH:12]=[CH:13][C:14]=1[CH2:15][C:16]1[CH:21]=[CH:20][C:19]([CH2:22][CH3:23])=[CH:18][CH:17]=1)C1C=CC=CC=1. Product: [NH2:24][C:11]1[CH:12]=[CH:13][C:14]([CH2:15][C:16]2[CH:17]=[CH:18][C:19]([CH2:22][CH3:23])=[CH:20][CH:21]=2)=[C:9]([OH:8])[CH:10]=1. The catalyst class is: 129. (8) Reactant: [Cl:1][C:2]1[CH:21]=[CH:20][C:19]([NH:22][CH2:23][CH2:24]Cl)=[CH:18][C:3]=1[C:4]([NH:6][CH2:7][C:8]12[CH2:17][CH:12]3[CH2:13][CH:14]([CH2:16][CH:10]([CH2:11]3)[CH2:9]1)[CH2:15]2)=[O:5].C(=O)([O-])[O-].[Cs+].[Cs+].C(#N)C. Product: [N:22]1([C:19]2[CH:20]=[CH:21][C:2]([Cl:1])=[C:3]([CH:18]=2)[C:4]([NH:6][CH2:7][C:8]23[CH2:17][CH:12]4[CH2:13][CH:14]([CH2:16][CH:10]([CH2:11]4)[CH2:9]2)[CH2:15]3)=[O:5])[CH2:23][CH2:24]1. The catalyst class is: 6. (9) Reactant: Cl.Cl.[NH2:3][C:4]1[CH:5]=[C:6]([CH:19]=[C:20]([CH3:23])[C:21]=1[NH2:22])[O:7][CH2:8][C:9]1[CH:18]=[CH:17][CH:16]=[CH:15][C:10]=1[C:11]([O:13][CH3:14])=[O:12].[C:24](N1C=CN=C1)(N1C=CN=C1)=[S:25]. Product: [CH3:23][C:20]1[C:21]2[NH:22][C:24](=[S:25])[NH:3][C:4]=2[CH:5]=[C:6]([O:7][CH2:8][C:9]2[CH:18]=[CH:17][CH:16]=[CH:15][C:10]=2[C:11]([O:13][CH3:14])=[O:12])[CH:19]=1. The catalyst class is: 9.